This data is from Reaction yield outcomes from USPTO patents with 853,638 reactions. The task is: Predict the reaction yield, written as a fraction of the theoretical maximum amount of product (1.0 means a 100% yield; for example, 0.34 means a 34% yield). (1) The reactants are [Br:1][C:2]1[CH:3]=[C:4]([CH:6]=[CH:7][C:8]=1[CH3:9])N.[OH:10]S(O)(=O)=O.N([O-])=O.[Na+]. The catalyst is O. The product is [Br:1][C:2]1[CH:3]=[C:4]([OH:10])[CH:6]=[CH:7][C:8]=1[CH3:9]. The yield is 0.340. (2) The product is [Br:29][CH2:18][C:16]([C:2]1[CH:7]=[C:6]([N+:8]([O-:10])=[O:9])[CH:5]=[CH:4][N:3]=1)=[O:17]. The catalyst is C1(C)C=CC=CC=1.C(OCC)(=O)C.[Pd].C1(P(C2C=CC=CC=2)C2C=CC=CC=2)C=CC=CC=1.C1(P(C2C=CC=CC=2)C2C=CC=CC=2)C=CC=CC=1.C1(P(C2C=CC=CC=2)C2C=CC=CC=2)C=CC=CC=1.C1(P(C2C=CC=CC=2)C2C=CC=CC=2)C=CC=CC=1. The yield is 0.712. The reactants are Cl[C:2]1[CH:7]=[C:6]([N+:8]([O-:10])=[O:9])[CH:5]=[CH:4][N:3]=1.C([Sn](CCCC)(CCCC)[C:16]([O:18]CC)=[CH2:17])CCC.[Br:29]N1C(=O)CCC1=O. (3) The product is [Cl:1][C:2]1[C:3]([O:12][C:13]2[CH:18]=[C:17]([O:19][CH2:20][CH2:21][C:22](=[O:23])[CH3:27])[CH:16]=[CH:15][C:14]=2/[CH:28]=[CH:29]/[C:30]([NH:32][S:33]([CH2:36][CH2:37][CH2:38][CH2:39][CH3:40])(=[O:34])=[O:35])=[O:31])=[N:4][CH:5]=[C:6]([C:8]([F:10])([F:9])[F:11])[CH:7]=1. The reactants are [Cl:1][C:2]1[C:3]([O:12][C:13]2[CH:18]=[C:17]([O:19][CH2:20][CH2:21][C:22]3([CH3:27])OCC[O:23]3)[CH:16]=[CH:15][C:14]=2/[CH:28]=[CH:29]/[C:30]([NH:32][S:33]([CH2:36][CH2:37][CH2:38][CH2:39][CH3:40])(=[O:35])=[O:34])=[O:31])=[N:4][CH:5]=[C:6]([C:8]([F:11])([F:10])[F:9])[CH:7]=1.Cl. The catalyst is O1CCCC1. The yield is 0.600. (4) The reactants are [CH3:1][NH:2][C:3]([C:5]1[NH:6][C:7]([C:11]([CH3:14])([CH3:13])[CH3:12])=[CH:8][C:9]=1[NH2:10])=[O:4].[C:15]1([CH3:24])[CH:20]=[CH:19][C:18]([N:21]=[C:22]=[O:23])=[CH:17][CH:16]=1. No catalyst specified. The product is [CH3:1][NH:2][C:3]([C:5]1[NH:6][C:7]([C:11]([CH3:14])([CH3:13])[CH3:12])=[CH:8][C:9]=1[NH:10][C:22]([NH:21][C:18]1[CH:19]=[CH:20][C:15]([CH3:24])=[CH:16][CH:17]=1)=[O:23])=[O:4]. The yield is 0.740. (5) The reactants are [F:1][C:2]([F:9])([F:8])[C:3](=O)[CH2:4][C:5]#[N:6].O.[NH2:11][NH2:12]. The catalyst is CCO. The product is [F:1][C:2]([F:9])([F:8])[C:3]1[CH:4]=[C:5]([NH2:6])[NH:12][N:11]=1. The yield is 0.160. (6) The reactants are [CH2:1]([S:11]([OH:14])(=[O:13])=[O:12])[CH2:2][S:3][S:4][CH2:5][CH2:6][S:7]([OH:10])(=[O:9])=[O:8].[NH2:15][C@H:16]([C:24]([OH:26])=[O:25])[CH2:17][CH2:18][CH2:19][NH:20][C:21](=[NH:23])[NH2:22].CC(C)=O. The catalyst is O. The product is [CH2:1]([S:11]([OH:14])(=[O:13])=[O:12])[CH2:2][S:3][S:4][CH2:5][CH2:6][S:7]([OH:10])(=[O:8])=[O:9].[NH2:15][C@H:16]([C:24]([OH:26])=[O:25])[CH2:17][CH2:18][CH2:19][NH:20][C:21](=[NH:22])[NH2:23].[NH2:15][C@H:16]([C:24]([OH:26])=[O:25])[CH2:17][CH2:18][CH2:19][NH:20][C:21](=[NH:22])[NH2:23]. The yield is 0.970.